Dataset: Catalyst prediction with 721,799 reactions and 888 catalyst types from USPTO. Task: Predict which catalyst facilitates the given reaction. (1) Reactant: [NH:1]1[C:9]2[C:4](=[CH:5][CH:6]=[CH:7][CH:8]=2)[C:3]([C:10]([O:12][CH3:13])=[O:11])=[CH:2]1.Br[C:15]1[N:19]([CH3:20])[CH:18]=[N:17][CH:16]=1.CN[C@@H]1CCCC[C@H]1NC.P([O-])([O-])([O-])=O.[K+].[K+].[K+]. Product: [CH3:20][N:19]1[C:15]([N:1]2[C:9]3[C:4](=[CH:5][CH:6]=[CH:7][CH:8]=3)[C:3]([C:10]([O:12][CH3:13])=[O:11])=[CH:2]2)=[CH:16][N:17]=[CH:18]1. The catalyst class is: 432. (2) Reactant: [CH:1]([C@@H:14]1[CH2:20][C@@H:19]2[C@@H:17]([O:18]2)[CH2:16][O:15]1)([C:8]1[CH:13]=[CH:12][CH:11]=[CH:10][CH:9]=1)[C:2]1[CH:7]=[CH:6][CH:5]=[CH:4][CH:3]=1.[H-].[H-].[H-].[H-].[Li+].[Al+3]. Product: [CH:1]([C@H:14]1[O:15][CH2:16][C@H:17]([OH:18])[CH2:19][CH2:20]1)([C:8]1[CH:13]=[CH:12][CH:11]=[CH:10][CH:9]=1)[C:2]1[CH:3]=[CH:4][CH:5]=[CH:6][CH:7]=1. The catalyst class is: 605. (3) Reactant: [C:1]([O:5][C:6]([NH:8][C@H:9]([C:17]([NH2:19])=O)[CH2:10][C:11]1[CH:16]=[CH:15][CH:14]=[CH:13][CH:12]=1)=[O:7])([CH3:4])([CH3:3])[CH3:2].COC1C=CC(P2(=S)SP(C3C=CC(OC)=CC=3)(=S)[S:29]2)=CC=1. The catalyst class is: 7. Product: [NH2:19][C:17](=[S:29])[C@@H:9]([NH:8][C:6](=[O:7])[O:5][C:1]([CH3:4])([CH3:3])[CH3:2])[CH2:10][C:11]1[CH:16]=[CH:15][CH:14]=[CH:13][CH:12]=1. (4) Reactant: [CH:1]([C:4]1[CH:5]=[CH:6][C:7]([O:33][CH3:34])=[C:8]([C:10]2[C:19]([CH2:20][N:21]3C(=O)C4C(=CC=CC=4)C3=O)=[CH:18][C:17]3[C:12](=[C:13]([CH3:32])[CH:14]=[CH:15][CH:16]=3)[N:11]=2)[CH:9]=1)([CH3:3])[CH3:2].NN. Product: [CH:1]([C:4]1[CH:5]=[CH:6][C:7]([O:33][CH3:34])=[C:8]([C:10]2[C:19]([CH2:20][NH2:21])=[CH:18][C:17]3[C:12](=[C:13]([CH3:32])[CH:14]=[CH:15][CH:16]=3)[N:11]=2)[CH:9]=1)([CH3:3])[CH3:2]. The catalyst class is: 823. (5) Reactant: Cl[C:2]([O:4][CH2:5][CH3:6])=[O:3].[S:7]1[CH:11]=[CH:10][N:9]=[CH:8]1.C([C:14](CC)([C:19]([O-:21])=[O:20])[C:15]([O:17][Li])=[O:16])C.[CH2:24](C(CC)(C([O-])=O)C([O-])=O)[CH3:25].C[Si]([N-][Si](C)(C)C)(C)C.[Li+].O1CC[CH2:47][CH2:46]1. Product: [CH2:5]([O:4][C:2]([N:9]1[CH:10]=[CH:11][S:7][CH:8]1[CH:14]([C:19]([O:21][CH2:46][CH3:47])=[O:20])[C:15]([O:17][CH2:24][CH3:25])=[O:16])=[O:3])[CH3:6]. The catalyst class is: 27.